Dataset: Reaction yield outcomes from USPTO patents with 853,638 reactions. Task: Predict the reaction yield, written as a fraction of the theoretical maximum amount of product (1.0 means a 100% yield; for example, 0.34 means a 34% yield). (1) The reactants are Cl.[N+:2]([C:5]1[CH:10]=[CH:9][C:8]([CH2:11][NH2:12])=[CH:7][CH:6]=1)([O-:4])=[O:3].N1C=CC=CC=1.[C:19](OC(=O)C)(=[O:21])[CH3:20]. The catalyst is C(Cl)Cl. The product is [N+:2]([C:5]1[CH:6]=[CH:7][C:8]([CH2:11][NH:12][C:19](=[O:21])[CH3:20])=[CH:9][CH:10]=1)([O-:4])=[O:3]. The yield is 0.980. (2) The reactants are [OH:1][C@@H:2]1[CH2:7][CH2:6][CH2:5][N:4]([C:8]2[N:9]=[C:10]3[CH:27]=[C:26](/[CH:28]=[CH:29]/[C:30]4[S:31][CH:32]=[C:33]([CH:35]([CH3:37])[CH3:36])[N:34]=4)[CH:25]=[CH:24][N:11]3[C:12](=[O:23])[C:13]=2/[CH:14]=[CH:15]/[C:16]([O:18]C(C)(C)C)=[O:17])[CH2:3]1.C(O[C@H]1CCCN(C2N=C3C=C(/C=C/C4SC=C(C(C)C)N=4)C=C[N:50]3[C:51](=[O:62])C=2/C=C/C(OC(C)(C)C)=O)C1)=O.O[C@H]1CCCN(C2N=C3C=C(/C=C/C4SC=C(C(C)C)N=4)C=CN3C(=O)C=2/C=C/C(OC(C)(C)C)=O)C1. No catalyst specified. The product is [NH2:50][C:51]([O:1][C@@H:2]1[CH2:7][CH2:6][CH2:5][N:4]([C:8]2[N:9]=[C:10]3[CH:27]=[C:26](/[CH:28]=[CH:29]/[C:30]4[S:31][CH:32]=[C:33]([CH:35]([CH3:36])[CH3:37])[N:34]=4)[CH:25]=[CH:24][N:11]3[C:12](=[O:23])[C:13]=2/[CH:14]=[CH:15]/[C:16]([OH:18])=[O:17])[CH2:3]1)=[O:62]. The yield is 0.840. (3) The reactants are [CH2:1]([C@@H:8]1[CH2:12][O:11][C:10](=[O:13])[N:9]1[C:14](=[O:22])[CH2:15][C:16]1[S:17][C:18]([Cl:21])=[CH:19][CH:20]=1)[C:2]1[CH:7]=[CH:6][CH:5]=[CH:4][CH:3]=1.C(N(CC)C(C)C)(C)C.[CH:32]([N:35]([CH2:43]OC)[C:36](=[O:42])[O:37][C:38]([CH3:41])([CH3:40])[CH3:39])([CH3:34])[CH3:33]. The catalyst is C(Cl)Cl.[Ti](Cl)(Cl)(Cl)Cl. The product is [CH2:1]([C@@H:8]1[CH2:12][O:11][C:10](=[O:13])[N:9]1[C:14](=[O:22])[C@@H:15]([C:16]1[S:17][C:18]([Cl:21])=[CH:19][CH:20]=1)[CH2:43][N:35]([CH:32]([CH3:34])[CH3:33])[C:36](=[O:42])[O:37][C:38]([CH3:39])([CH3:41])[CH3:40])[C:2]1[CH:7]=[CH:6][CH:5]=[CH:4][CH:3]=1. The yield is 0.720. (4) The product is [C:1]([O:5][C:6]([N:8]1[CH2:13][CH2:12][CH:11]([C:14]2[NH:15][C:16]3[C:21]([CH:22]=2)=[CH:20][C:19]([CH2:23][OH:24])=[CH:18][C:17]=3[N+:26]([O-:28])=[O:27])[CH2:10][CH2:9]1)=[O:7])([CH3:4])([CH3:2])[CH3:3]. The reactants are [C:1]([O:5][C:6]([N:8]1[CH2:13][CH2:12][CH:11]([C:14]2[NH:15][C:16]3[C:21]([CH:22]=2)=[CH:20][C:19]([C:23](O)=[O:24])=[CH:18][C:17]=3[N+:26]([O-:28])=[O:27])[CH2:10][CH2:9]1)=[O:7])([CH3:4])([CH3:3])[CH3:2].CN1CCOCC1.C(OC(Cl)=O)C(C)C.[BH4-].[Na+].Cl. The catalyst is C1COCC1.CO. The yield is 0.450. (5) The reactants are [CH2:1]([N:4]([CH2:14][C:15]1[CH:23]=[CH:22][C:18]([C:19](O)=[O:20])=[CH:17][CH:16]=1)[CH:5]1[CH2:13][CH2:12][C:8]2[N:9]=[CH:10][S:11][C:7]=2[CH2:6]1)[CH2:2][CH3:3].C1C2C(=CC=CC=2)CCC1C([Cl:36])=O. No catalyst specified. The product is [CH2:1]([N:4]([CH2:14][C:15]1[CH:23]=[CH:22][C:18]([C:19]([Cl:36])=[O:20])=[CH:17][CH:16]=1)[CH:5]1[CH2:13][CH2:12][C:8]2[N:9]=[CH:10][S:11][C:7]=2[CH2:6]1)[CH2:2][CH3:3]. The yield is 1.00.